Dataset: Peptide-MHC class II binding affinity with 134,281 pairs from IEDB. Task: Regression. Given a peptide amino acid sequence and an MHC pseudo amino acid sequence, predict their binding affinity value. This is MHC class II binding data. (1) The peptide sequence is NLADAVSKAPQLVPK. The MHC is HLA-DPA10103-DPB10301 with pseudo-sequence HLA-DPA10103-DPB10301. The binding affinity (normalized) is 0.0611. (2) The peptide sequence is MSLFEVDQTKIQYVI. The MHC is DRB1_0701 with pseudo-sequence DRB1_0701. The binding affinity (normalized) is 0.423. (3) The peptide sequence is GYVSLQEFVDLNNKG. The MHC is DRB5_0101 with pseudo-sequence DRB5_0101. The binding affinity (normalized) is 0.150. (4) The peptide sequence is RDKYMFATAVAKLAGS. The MHC is H-2-IAs with pseudo-sequence H-2-IAs. The binding affinity (normalized) is 0. (5) The peptide sequence is EVLGFRMVQDERVGR. The MHC is HLA-DQA10301-DQB10302 with pseudo-sequence HLA-DQA10301-DQB10302. The binding affinity (normalized) is 0.178.